Task: Predict the reactants needed to synthesize the given product.. Dataset: Full USPTO retrosynthesis dataset with 1.9M reactions from patents (1976-2016) (1) Given the product [CH2:2]([O:4][C:5]([C:7]1[C:8]2[S:16][CH:15]=[C:14]([CH2:17][O:18][C:19]3[CH:24]=[CH:23][CH:22]=[C:21]([NH:25][C:26](=[O:34])[C:27]4[CH:32]=[CH:31][C:30]([Cl:33])=[CH:29][CH:28]=4)[CH:20]=3)[C:9]=2[C:10]([NH2:1])=[N:11][CH:12]=1)=[O:6])[CH3:3], predict the reactants needed to synthesize it. The reactants are: [NH3:1].[CH2:2]([O:4][C:5]([C:7]1[C:8]2[S:16][CH:15]=[C:14]([CH2:17][O:18][C:19]3[CH:24]=[CH:23][CH:22]=[C:21]([NH:25][C:26](=[O:34])[C:27]4[CH:32]=[CH:31][C:30]([Cl:33])=[CH:29][CH:28]=4)[CH:20]=3)[C:9]=2[C:10](Cl)=[N:11][CH:12]=1)=[O:6])[CH3:3]. (2) Given the product [CH3:38][O:39][C:40]1[CH:45]=[CH:44][C:43]([C:2]2[N:7]=[C:6]([NH:8][CH2:9][CH2:10][CH2:11][O:12][C:13]3[CH:14]=[C:15]4[C:19](=[CH:20][CH:21]=3)[C@H:18]([CH2:22][C:23]([O:25][CH2:26][CH3:27])=[O:24])[CH2:17][CH2:16]4)[C:5]([C:28]([F:31])([F:29])[F:30])=[CH:4][CH:3]=2)=[CH:42][CH:41]=1, predict the reactants needed to synthesize it. The reactants are: Cl[C:2]1[N:7]=[C:6]([NH:8][CH2:9][CH2:10][CH2:11][O:12][C:13]2[CH:14]=[C:15]3[C:19](=[CH:20][CH:21]=2)[C@H:18]([CH2:22][C:23]([O:25][CH2:26][CH3:27])=[O:24])[CH2:17][CH2:16]3)[C:5]([C:28]([F:31])([F:30])[F:29])=[CH:4][CH:3]=1.C(=O)([O-])[O-].[Na+].[Na+].[CH3:38][O:39][C:40]1[CH:45]=[CH:44][C:43](B(O)O)=[CH:42][CH:41]=1.C(Cl)Cl. (3) Given the product [CH:9]1([C:4]2[O:3][CH:1]=[C:6]([C:7]#[N:8])[N:5]=2)[CH2:11][CH2:10]1, predict the reactants needed to synthesize it. The reactants are: [CH2:1]([O:3][C:4]([CH:9]1[CH2:11][CH2:10]1)=[N:5][CH2:6][C:7]#[N:8])C.CC(C)([O-])C.[K+].C(OCC)=O. (4) Given the product [CH3:9][C:4]1[NH:3][C:2]([C:10]2[CH:20]=[CH:19][CH:18]=[CH:17][CH:16]=2)=[CH:7][C:6](=[O:27])[CH:5]=1, predict the reactants needed to synthesize it. The reactants are: C[C:2]1([CH3:10])[CH2:7][CH2:6][CH2:5][C:4]([CH3:9])(C)[NH:3]1.C([Li])CCC.[C:16](#N)[C:17]1C=C[CH:20]=[CH:19][CH:18]=1.C1C[O:27]CC1. (5) The reactants are: CCN(C(C)C)C(C)C.[C:10]1([NH:16][C:17]2[CH:25]=[CH:24][C:20]([C:21]([OH:23])=O)=[CH:19][CH:18]=2)[CH:15]=[CH:14][CH:13]=[CH:12][CH:11]=1.CCN=C=NCCCN(C)C.C1C=CC2N(O)N=NC=2C=1.[NH2:47][CH2:48][C:49]([N:51]1[CH2:56][CH2:55][N:54]([C:57](=[O:67])[C:58]2[CH:63]=[C:62]([O:64][CH3:65])[CH:61]=[CH:60][C:59]=2[Br:66])[CH2:53][CH2:52]1)=[O:50].C(O)(C(F)(F)F)=O. Given the product [Br:66][C:59]1[CH:60]=[CH:61][C:62]([O:64][CH3:65])=[CH:63][C:58]=1[C:57]([N:54]1[CH2:53][CH2:52][N:51]([C:49](=[O:50])[CH2:48][NH:47][C:21](=[O:23])[C:20]2[CH:19]=[CH:18][C:17]([NH:16][C:10]3[CH:11]=[CH:12][CH:13]=[CH:14][CH:15]=3)=[CH:25][CH:24]=2)[CH2:56][CH2:55]1)=[O:67], predict the reactants needed to synthesize it. (6) Given the product [CH3:55][O:54][C:52](=[O:53])[C@@H:51]([N:46]1[CH2:45][C:44]2[C:48](=[CH:49][C:41]([C:38]3[CH:37]=[CH:36][C:35]([NH:34][C:62](=[O:63])[C:61]4[CH:65]=[CH:66][CH:67]=[N:68][C:60]=4[Cl:59])=[CH:40][CH:39]=3)=[CH:42][CH:43]=2)[C:47]1=[O:50])[CH:56]([CH3:58])[CH3:57], predict the reactants needed to synthesize it. The reactants are: C(NC1C=CC(C2C=C3C(CN([C@@H](C(C)C)C(OC)=O)C3=O)=CC=2)=CC=1)(=O)C1C=CC=CC=1.[NH2:34][C:35]1[CH:40]=[CH:39][C:38]([C:41]2[CH:49]=[C:48]3[C:44]([CH2:45][N:46]([C@@H:51]([CH:56]([CH3:58])[CH3:57])[C:52]([O:54][CH3:55])=[O:53])[C:47]3=[O:50])=[CH:43][CH:42]=2)=[CH:37][CH:36]=1.[Cl:59][C:60]1[N:68]=[CH:67][CH:66]=[CH:65][C:61]=1[C:62](Cl)=[O:63].